From a dataset of Reaction yield outcomes from USPTO patents with 853,638 reactions. Predict the reaction yield, written as a fraction of the theoretical maximum amount of product (1.0 means a 100% yield; for example, 0.34 means a 34% yield). (1) The reactants are [C:1]1([S:7]([N:10]([CH2:21][CH:22]([C:24]2[CH:29]=[CH:28][CH:27]=[C:26]([Br:30])[CH:25]=2)O)[CH2:11][C:12]([NH:14][C:15]2[CH:20]=[CH:19][CH:18]=[CH:17][CH:16]=2)=[O:13])(=[O:9])=[O:8])[CH:6]=[CH:5][CH:4]=[CH:3][CH:2]=1.C1(P(C2C=CC=CC=2)C2C=CC=CC=2)C=CC=CC=1.CCOC(/N=N/C(OCC)=O)=O. The catalyst is C(OC(=O)C)C. The product is [C:1]1([S:7]([N:10]2[CH2:21][CH:22]([C:24]3[CH:29]=[CH:28][CH:27]=[C:26]([Br:30])[CH:25]=3)[N:14]([C:15]3[CH:20]=[CH:19][CH:18]=[CH:17][CH:16]=3)[C:12](=[O:13])[CH2:11]2)(=[O:9])=[O:8])[CH:6]=[CH:5][CH:4]=[CH:3][CH:2]=1. The yield is 0.890. (2) The reactants are [F:1][C:2]1[CH:3]=[CH:4][C:5]([NH:8][NH:9][C:10](=O)[CH2:11][CH2:12][N:13]2[CH2:17][CH2:16][CH2:15][CH2:14]2)=[N:6][CH:7]=1.C1(P(C2C=CC=CC=2)C2C=CC=CC=2)C=CC=CC=1.C(N(CC)CC)C.ClC(Cl)(Cl)C(Cl)(Cl)Cl. The catalyst is C1COCC1. The product is [F:1][C:2]1[CH:3]=[CH:4][C:5]2[N:6]([C:10]([CH2:11][CH2:12][N:13]3[CH2:17][CH2:16][CH2:15][CH2:14]3)=[N:9][N:8]=2)[CH:7]=1. The yield is 0.520.